Dataset: Forward reaction prediction with 1.9M reactions from USPTO patents (1976-2016). Task: Predict the product of the given reaction. (1) Given the reactants FC(F)(F)C(O)=O.C[O:9][C:10](=[O:34])[C@H:11]([CH2:20][C:21]1[CH:26]=[C:25]([I:27])[C:24]([O:28][CH2:29][CH2:30][CH2:31][Br:32])=[C:23]([I:33])[CH:22]=1)[NH:12]C(OC(C)(C)C)=O.O.[OH-].[Li+].Cl, predict the reaction product. The product is: [Br:32][CH2:31][CH2:30][CH2:29][O:28][C:24]1[C:23]([I:33])=[CH:22][C:21]([CH2:20][C@@H:11]([C:10]([OH:34])=[O:9])[NH2:12])=[CH:26][C:25]=1[I:27]. (2) Given the reactants S(=O)(=O)(O)O.C([C:9]1[C:10](=[O:26])[N:11]([C:17]2[N:22]=[CH:21][C:20]([O:23][CH2:24][CH3:25])=[CH:19][N:18]=2)[C:12]([CH3:16])=[CH:13][C:14]=1[OH:15])(=O)C.[OH-].[Na+], predict the reaction product. The product is: [CH2:24]([O:23][C:20]1[CH:19]=[N:18][C:17]([N:11]2[C:12]([CH3:16])=[CH:13][C:14]([OH:15])=[CH:9][C:10]2=[O:26])=[N:22][CH:21]=1)[CH3:25]. (3) Given the reactants [F:1][C:2]1[C:11]2[C:6](=[CH:7][CH:8]=[CH:9][CH:10]=2)[CH:5]=[CH:4][C:3]=1[F:12].[Cl-].[Al+3].[Cl-].[Cl-].[C:17](Cl)(=[O:20])[CH2:18][CH3:19].Cl, predict the reaction product. The product is: [F:12][C:3]1[C:2]([F:1])=[C:11]2[C:6]([CH:7]=[CH:8][CH:9]=[C:10]2[C:17](=[O:20])[CH2:18][CH3:19])=[CH:5][CH:4]=1. (4) Given the reactants [Cl:1][C:2]1[CH:3]=[C:4]([C:9]2([C:28]([F:31])([F:30])[F:29])[CH2:13][CH2:12][N:11]([C:14]3[CH:15]=[C:16]4[C:20](=[CH:21][CH:22]=3)[CH:19]([NH:23][C:24](=[O:27])[CH2:25][CH3:26])[CH2:18][CH2:17]4)[CH2:10]2)[CH:5]=[C:6]([Cl:8])[CH:7]=1.C(O)(=[O:34])C, predict the reaction product. The product is: [Cl:1][C:2]1[CH:3]=[C:4]([C:9]2([C:28]([F:30])([F:31])[F:29])[CH2:13][CH2:12][N:11]([C:14]3[CH:15]=[C:16]4[C:20](=[CH:21][CH:22]=3)[CH:19]([NH:23][C:24](=[O:27])[CH2:25][CH3:26])[CH2:18][CH2:17]4)[C:10]2=[O:34])[CH:5]=[C:6]([Cl:8])[CH:7]=1.